From a dataset of Full USPTO retrosynthesis dataset with 1.9M reactions from patents (1976-2016). Predict the reactants needed to synthesize the given product. (1) The reactants are: [NH:1]1[C:5]2[CH:6]=[C:7]([C:10]([OH:12])=[O:11])[CH:8]=[CH:9][C:4]=2[N:3]=[N:2]1.S(=O)(=O)(O)O.[OH-].[Na+].[C:20](OCC)(=O)[CH3:21]. Given the product [NH:1]1[C:5]2[CH:6]=[C:7]([C:10]([O:12][CH2:20][CH3:21])=[O:11])[CH:8]=[CH:9][C:4]=2[N:3]=[N:2]1, predict the reactants needed to synthesize it. (2) The reactants are: [O:1]=[C:2]1[C:10](=[O:11])[C:9]2[C:4](=[CH:5][CH:6]=[CH:7][CH:8]=2)[N:3]1[CH:12]1[CH2:17][CH2:16][N:15]([C:18]([O:20][C:21]([CH3:24])([CH3:23])[CH3:22])=[O:19])[CH2:14][CH2:13]1.N1CCC[C@H]1C(O)=O.[CH3:33][C:34]([CH3:36])=[O:35]. Given the product [OH:11][C:10]1([CH2:33][C:34](=[O:35])[CH3:36])[C:9]2[C:4](=[CH:5][CH:6]=[CH:7][CH:8]=2)[N:3]([CH:12]2[CH2:17][CH2:16][N:15]([C:18]([O:20][C:21]([CH3:24])([CH3:23])[CH3:22])=[O:19])[CH2:14][CH2:13]2)[C:2]1=[O:1], predict the reactants needed to synthesize it. (3) Given the product [CH2:20]1[C:21]2[C:26](=[CH:25][CH:24]=[CH:23][CH:22]=2)[CH2:27][CH:19]1[NH:18][C:15]1[N:16]=[CH:17][C:12]2[CH2:11][N:10]([C:8]([C:5]3[CH:4]=[CH:3][C:2]([C:42]#[C:41][Si:38]([CH3:40])([CH3:39])[CH3:37])=[CH:7][N:6]=3)=[O:9])[CH2:29][CH2:28][C:13]=2[N:14]=1, predict the reactants needed to synthesize it. The reactants are: Br[C:2]1[CH:3]=[CH:4][C:5]([C:8]([N:10]2[CH2:29][CH2:28][C:13]3[N:14]=[C:15]([NH:18][CH:19]4[CH2:27][C:26]5[C:21](=[CH:22][CH:23]=[CH:24][CH:25]=5)[CH2:20]4)[N:16]=[CH:17][C:12]=3[CH2:11]2)=[O:9])=[N:6][CH:7]=1.C(N(CC)CC)C.[CH3:37][Si:38]([C:41]#[CH:42])([CH3:40])[CH3:39]. (4) Given the product [CH2:1]([C:3]1[N:13]([CH2:11][C:10]2[CH:9]=[CH:8][C:21]([N+:19]([O-:15])=[O:14])=[CH:6][CH:5]=2)[C:6]2=[N:7][C:8]([CH3:12])=[CH:9][C:10]([CH3:11])=[C:5]2[N:4]=1)[CH3:2], predict the reactants needed to synthesize it. The reactants are: [CH2:1]([C:3]1[NH:13][C:6]2=[N:7][C:8]([CH3:12])=[CH:9][C:10]([CH3:11])=[C:5]2[N:4]=1)[CH3:2].[OH2:14].[OH-:15].[Li+].O.C[N:19]([CH:21]=O)C. (5) Given the product [ClH:28].[NH2:8][CH2:9][CH2:10][O:11][C:12]1[CH:17]=[C:16]([C:18]([O:20][CH2:21][CH3:22])=[O:19])[N:15]=[C:14]([C:23]([O:25][CH2:26][CH3:27])=[O:24])[CH:13]=1, predict the reactants needed to synthesize it. The reactants are: C(OC([NH:8][CH2:9][CH2:10][O:11][C:12]1[CH:17]=[C:16]([C:18]([O:20][CH2:21][CH3:22])=[O:19])[N:15]=[C:14]([C:23]([O:25][CH2:26][CH3:27])=[O:24])[CH:13]=1)=O)(C)(C)C.[ClH:28]. (6) Given the product [NH2:12][C:9]1([CH2:19][C:20]([O:22][CH3:23])=[O:21])[C:10]2[C:5](=[CH:4][CH:3]=[C:2]([Br:1])[CH:11]=2)[CH2:6][C:7]([CH3:24])([CH3:25])[CH2:8]1, predict the reactants needed to synthesize it. The reactants are: [Br:1][C:2]1[CH:11]=[C:10]2[C:5]([CH2:6][C:7]([CH3:25])([CH3:24])[CH2:8][C:9]2([CH2:19][C:20]([O:22][CH3:23])=[O:21])[NH:12]S(C(C)(C)C)=O)=[CH:4][CH:3]=1.Cl. (7) Given the product [Br:33][C:34]1[O:38][C:37]([C:39]2[O:40][C:41]3[N:42]=[C:43]([CH2:52][N:1]4[CH2:6][CH2:5][O:4][CH2:3][CH2:2]4)[N:44]=[C:45]([O:48][CH2:49][CH2:50][CH3:51])[C:46]=3[N:47]=2)=[CH:36][CH:35]=1.[O:25]1[CH:26]=[CH:27][CH:28]=[C:24]1[C:22]1[O:21][C:19]2[N:20]=[C:15]([CH2:14][N:1]3[CH2:6][CH2:5][O:4][CH2:3][CH2:2]3)[N:16]=[C:17]([O:29][CH2:30][CH2:31][CH3:32])[C:18]=2[N:23]=1, predict the reactants needed to synthesize it. The reactants are: [NH:1]1[CH2:6][CH2:5][O:4][CH2:3][CH2:2]1.C(=O)([O-])[O-].[K+].[K+].Br[CH2:14][C:15]1[N:16]=[C:17]([O:29][CH2:30][CH2:31][CH3:32])[C:18]2[N:23]=[C:22]([C:24]3[O:25][CH:26]=[CH:27][CH:28]=3)[O:21][C:19]=2[N:20]=1.[Br:33][C:34]1[O:38][C:37]([C:39]2[O:40][C:41]3[N:42]=[C:43]([CH2:52]Br)[N:44]=[C:45]([O:48][CH2:49][CH2:50][CH3:51])[C:46]=3[N:47]=2)=[CH:36][CH:35]=1.